From a dataset of Catalyst prediction with 721,799 reactions and 888 catalyst types from USPTO. Predict which catalyst facilitates the given reaction. (1) Reactant: [CH3:1][C:2]1[NH:6][N:5]=[C:4]([C:7]([O:9][CH2:10][CH3:11])=[O:8])[CH:3]=1.CS(O[CH2:17][C:18]1[C:26]2[O:25][C:24]([C:27]3[CH:32]=[CH:31][CH:30]=[CH:29][CH:28]=3)=[CH:23][C:22]=2[CH:21]=[C:20]([Cl:33])[CH:19]=1)(=O)=O.C([O-])([O-])=O.[K+].[K+]. Product: [Cl:33][C:20]1[CH:19]=[C:18]([CH2:17][N:6]2[C:2]([CH3:1])=[CH:3][C:4]([C:7]([O:9][CH2:10][CH3:11])=[O:8])=[N:5]2)[C:26]2[O:25][C:24]([C:27]3[CH:32]=[CH:31][CH:30]=[CH:29][CH:28]=3)=[CH:23][C:22]=2[CH:21]=1. The catalyst class is: 18. (2) Reactant: CO[C:3](=[O:21])[C:4]([CH3:20])([NH:6][C:7]([N:9]1[CH2:13][CH2:12][C@H:11]([C:14]2[CH:19]=[CH:18][CH:17]=[CH:16][CH:15]=2)[CH2:10]1)=[O:8])[CH3:5].[Li+].C[Si]([N-][Si](C)(C)C)(C)C.[CH2:32]([N:39]1[C:43]([C:44]2[CH:49]=[CH:48][C:47]([F:50])=[CH:46][CH:45]=2)=[N:42][C:41]([NH2:51])=[N:40]1)[C:33]1[CH:38]=[CH:37][CH:36]=[CH:35][CH:34]=1. Product: [CH2:32]([N:39]1[C:43]([C:44]2[CH:49]=[CH:48][C:47]([F:50])=[CH:46][CH:45]=2)=[N:42][C:41]([NH:51][C:3]([C:4]([NH:6][C:7]([N:9]2[CH2:13][CH2:12][C@H:11]([C:14]3[CH:15]=[CH:16][CH:17]=[CH:18][CH:19]=3)[CH2:10]2)=[O:8])([CH3:5])[CH3:20])=[O:21])=[N:40]1)[C:33]1[CH:38]=[CH:37][CH:36]=[CH:35][CH:34]=1. The catalyst class is: 1. (3) Reactant: [F:1][C:2]([F:7])([F:6])[C:3]([OH:5])=[O:4].[CH:8]([NH:11][C:12]([CH2:14][O:15][C:16]1[CH:17]=[C:18]([CH:38]=[CH:39][CH:40]=1)[C:19]([C:21]1[C:30]2[C:25](=[CH:26][C:27]([O:33][CH3:34])=[C:28]([O:31][CH3:32])[CH:29]=2)[C:24]([C:35]([OH:37])=[O:36])=[CH:23][N:22]=1)=[O:20])=[O:13])([CH3:10])C.[C:41]1([N:47]2CCN[CH2:49][CH2:48]2)[CH:46]=[CH:45][CH:44]=[CH:43][CH:42]=1. Product: [F:1][C:2]([F:7])([F:6])[C:3]([OH:5])=[O:4].[CH3:34][O:33][C:27]1[CH:26]=[C:25]2[C:30](=[CH:29][C:28]=1[O:31][CH3:32])[C:21]([C:19](=[O:20])[C:18]1[CH:38]=[CH:39][CH:40]=[C:16]([O:15][CH2:14][C:12](=[O:13])[N:11]3[CH2:49][CH2:48][N:47]([C:41]4[CH:46]=[CH:45][CH:44]=[CH:43][CH:42]=4)[CH2:10][CH2:8]3)[CH:17]=1)=[N:22][CH:23]=[C:24]2[C:35]([OH:37])=[O:36]. The catalyst class is: 2. (4) Reactant: Cl[C:2]1[C:7]([Cl:8])=[CH:6][C:5]([C:9]2[O:10][C:11]([CH2:14][CH3:15])=[CH:12][N:13]=2)=[CH:4][N:3]=1.[NH:16]1[CH2:21][CH2:20][CH:19]([C:22]([OH:24])=[O:23])[CH2:18][CH2:17]1.CCN(C(C)C)C(C)C. Product: [Cl:8][C:7]1[C:2]([N:16]2[CH2:21][CH2:20][CH:19]([C:22]([OH:24])=[O:23])[CH2:18][CH2:17]2)=[N:3][CH:4]=[C:5]([C:9]2[O:10][C:11]([CH2:14][CH3:15])=[CH:12][N:13]=2)[CH:6]=1. The catalyst class is: 44. (5) Reactant: [Cl:1][C:2]1[CH:7]=[CH:6][C:5]([CH:8]2[CH2:13][CH:12]([C:14]([O:16]C)=[O:15])[CH2:11][CH2:10][N:9]2[C:18]([O:20][CH3:21])=[O:19])=[CH:4][C:3]=1[F:22].[Br-].[Li+].C(N(CC)CC)C.CC(OC)(C)C. Product: [Cl:1][C:2]1[CH:7]=[CH:6][C:5]([CH:8]2[CH2:13][CH:12]([C:14]([OH:16])=[O:15])[CH2:11][CH2:10][N:9]2[C:18]([O:20][CH3:21])=[O:19])=[CH:4][C:3]=1[F:22]. The catalyst class is: 47. (6) Reactant: [C:1]([O:5][C:6]([NH:8][CH:9]([C:11]1[NH:12][C:13]([C:21]2[CH:30]=[CH:29][CH:28]=[C:27]3[C:22]=2[N:23]=[C:24](F)[C:25]([CH3:31])=[N:26]3)=[CH:14][C:15]=1[C:16]([O:18][CH2:19][CH3:20])=[O:17])[CH3:10])=[O:7])([CH3:4])([CH3:3])[CH3:2].[NH2:33][C:34]([CH3:38])([CH3:37])[CH2:35][OH:36].O.CCOC(C)=O. Product: [C:1]([O:5][C:6]([NH:8][CH:9]([C:11]1[NH:12][C:13]([C:21]2[CH:30]=[CH:29][CH:28]=[C:27]3[C:22]=2[N:23]=[C:24]([NH:33][C:34]([CH3:38])([CH3:37])[CH2:35][OH:36])[C:25]([CH3:31])=[N:26]3)=[CH:14][C:15]=1[C:16]([O:18][CH2:19][CH3:20])=[O:17])[CH3:10])=[O:7])([CH3:4])([CH3:3])[CH3:2]. The catalyst class is: 16. (7) Reactant: Br[C:2]1[CH:3]=[C:4]2[C:9](=[CH:10][CH:11]=1)[N:8]=[CH:7][CH:6]=[C:5]2[O:12][CH2:13][CH:14]1[CH2:19][CH2:18][CH2:17][CH2:16][CH2:15]1.C([Li])CCC.CN(C)[CH:27]=[O:28]. The catalyst class is: 683. Product: [CH:14]1([CH2:13][O:12][C:5]2[C:4]3[C:9](=[CH:10][CH:11]=[C:2]([CH:27]=[O:28])[CH:3]=3)[N:8]=[CH:7][CH:6]=2)[CH2:19][CH2:18][CH2:17][CH2:16][CH2:15]1. (8) The catalyst class is: 244. Product: [CH2:9]=[CH:10][C:11]1[CH:16]=[CH:15][CH:14]=[CH:13][CH:12]=1.[CH2:22]=[CH:23][C:24](=[CH2:25])[CH3:26].[CH2:9]=[CH:10][C:11]1[CH:16]=[CH:15][CH:14]=[CH:13][CH:12]=1. Reactant: CN(CCN(C)C)C.[CH2:9]=[CH:10][C:11]1[CH:16]=[CH:15][CH:14]=[CH:13][CH:12]=1.C([Li])CCC.[CH2:22]=[CH:23][C:24](=[CH2:26])[CH3:25].C[Si](C)(Cl)Cl.